From a dataset of Forward reaction prediction with 1.9M reactions from USPTO patents (1976-2016). Predict the product of the given reaction. (1) Given the reactants C[C:2]1[CH:6]=[C:5]([Cl:7])[S:4][C:3]=1[C:8]([OH:10])=O.[NH2:11][CH:12]([CH3:16])[C:13]([O-:15])=[O:14].[CH3:17]N(C(ON1N=NC2C=CC=CC1=2)=[N+](C)C)C.[B-](F)(F)(F)F.CN1CCOCC1, predict the reaction product. The product is: [Cl:7][C:5]1[S:4][C:3]([C:8]([NH:11][CH:12]([CH3:16])[C:13]([O:15][CH3:17])=[O:14])=[O:10])=[CH:2][CH:6]=1. (2) Given the reactants C1([O:7][C:8](=O)[NH:9][C:10]2[CH:15]=[C:14]([O:16][C:17]3[CH:22]=[CH:21][C:20]([NH:23][C:24]([C:26]4([C:29](=[O:38])[NH:30][C:31]5[CH:36]=[CH:35][C:34]([F:37])=[CH:33][CH:32]=5)[CH2:28][CH2:27]4)=[O:25])=[CH:19][C:18]=3[F:39])[N:13]=[CH:12][N:11]=2)C=CC=CC=1.Cl.Cl.[N:43]1([CH:47]2[CH2:52][CH2:51][NH:50][CH2:49][CH2:48]2)[CH2:46][CH2:45][CH2:44]1.C(N(CC)CC)C.O, predict the reaction product. The product is: [N:43]1([CH:47]2[CH2:52][CH2:51][N:50]([C:8]([NH:9][C:10]3[N:11]=[CH:12][N:13]=[C:14]([O:16][C:17]4[CH:22]=[CH:21][C:20]([NH:23][C:24]([C:26]5([C:29]([NH:30][C:31]6[CH:36]=[CH:35][C:34]([F:37])=[CH:33][CH:32]=6)=[O:38])[CH2:27][CH2:28]5)=[O:25])=[CH:19][C:18]=4[F:39])[CH:15]=3)=[O:7])[CH2:49][CH2:48]2)[CH2:46][CH2:45][CH2:44]1.